This data is from Catalyst prediction with 721,799 reactions and 888 catalyst types from USPTO. The task is: Predict which catalyst facilitates the given reaction. (1) Reactant: [C:1]([N:4]1[C@:8]([CH2:15][CH2:16][CH:17]=O)([C:9]2[CH:14]=[CH:13][CH:12]=[CH:11][CH:10]=2)[CH2:7][C:6]([C:19]2[CH:24]=[C:23]([Br:25])[CH:22]=[CH:21][C:20]=2[F:26])=[N:5]1)(=[O:3])[CH3:2].[C:27]([N:30]1[CH2:35][CH2:34][NH:33][CH2:32][CH2:31]1)(=[O:29])[CH3:28].C(O[BH-](OC(=O)C)OC(=O)C)(=O)C.[Na+]. Product: [C:27]([N:30]1[CH2:35][CH2:34][N:33]([CH2:17][CH2:16][CH2:15][C@:8]2([C:9]3[CH:14]=[CH:13][CH:12]=[CH:11][CH:10]=3)[N:4]([C:1](=[O:3])[CH3:2])[N:5]=[C:6]([C:19]3[CH:24]=[C:23]([Br:25])[CH:22]=[CH:21][C:20]=3[F:26])[CH2:7]2)[CH2:32][CH2:31]1)(=[O:29])[CH3:28]. The catalyst class is: 26. (2) Reactant: [OH:1]/[N:2]=[C:3](/[C@@H:5]1[C@:21]2([CH3:22])[C@H:8]([C@H:9]3[C@H:18]([CH2:19][CH2:20]2)[C@:17]2([CH3:23])[C:12](=[CH:13][C:14](=[O:24])[CH2:15][CH2:16]2)[CH2:11][CH2:10]3)[CH2:7][CH2:6]1)\[CH3:4].C([CH:32]([NH2:42])[C:33]1[CH:41]=[CH:40][C:36]([C:37]([OH:39])=O)=[CH:35][CH:34]=1)(OC(C)(C)C)=O.C(N(CC)[CH:47]([CH3:49])[CH3:48])(C)C.[CH3:52]CN=C=NCCCN(C)C.[C:63]([O-:66])(O)=[O:64].[Na+]. Product: [CH3:23][C@:17]12[CH2:16][CH2:15][C:14](=[O:24])[CH:13]=[C:12]1[CH2:11][CH2:10][C@@H:9]1[C@@H:18]2[CH2:19][CH2:20][C@@:21]2([CH3:22])[C@H:8]1[CH2:7][CH2:6][C@@H:5]2/[C:3](=[N:2]/[O:1][C:37]([C:36]1[CH:35]=[CH:34][C:33]([CH2:32][NH:42][C:63](=[O:64])[O:66][C:47]([CH3:49])([CH3:52])[CH3:48])=[CH:41][CH:40]=1)=[O:39])/[CH3:4]. The catalyst class is: 166. (3) Reactant: Br[C:2]([CH3:9])([CH3:8])[C:3]([O:5][CH2:6][CH3:7])=[O:4].[CH3:10][CH:11]1[CH2:16][CH2:15][NH:14][CH2:13][CH2:12]1. Product: [CH3:8][C:2]([N:14]1[CH2:15][CH2:16][CH:11]([CH3:10])[CH2:12][CH2:13]1)([CH3:9])[C:3]([O:5][CH2:6][CH3:7])=[O:4]. The catalyst class is: 161.